Dataset: Peptide-MHC class I binding affinity with 185,985 pairs from IEDB/IMGT. Task: Regression. Given a peptide amino acid sequence and an MHC pseudo amino acid sequence, predict their binding affinity value. This is MHC class I binding data. (1) The peptide sequence is KRASGDPYF. The binding affinity (normalized) is 0.0847. The MHC is HLA-A30:01 with pseudo-sequence HLA-A30:01. (2) The peptide sequence is VSANVKGNW. The MHC is HLA-A69:01 with pseudo-sequence HLA-A69:01. The binding affinity (normalized) is 0.0847. (3) The peptide sequence is DWSGYSGSF. The MHC is HLA-B27:05 with pseudo-sequence HLA-B27:05. The binding affinity (normalized) is 0.0847. (4) The peptide sequence is AYTSSDDEI. The MHC is HLA-A29:02 with pseudo-sequence HLA-A29:02. The binding affinity (normalized) is 0.319. (5) The peptide sequence is ATLLSQVEV. The MHC is HLA-B15:01 with pseudo-sequence HLA-B15:01. The binding affinity (normalized) is 0.0847. (6) The peptide sequence is TVAAMGVPPL. The MHC is HLA-A68:02 with pseudo-sequence HLA-A68:02. The binding affinity (normalized) is 0.724.